From a dataset of TCR-epitope binding with 47,182 pairs between 192 epitopes and 23,139 TCRs. Binary Classification. Given a T-cell receptor sequence (or CDR3 region) and an epitope sequence, predict whether binding occurs between them. (1) The epitope is LPPIVAKEI. The TCR CDR3 sequence is CASSLGGTSGMGDGYEQYF. Result: 0 (the TCR does not bind to the epitope). (2) The epitope is AYAQKIFKI. The TCR CDR3 sequence is CASSYYSGGTTYNEQFF. Result: 0 (the TCR does not bind to the epitope). (3) The epitope is RAKFKQLL. The TCR CDR3 sequence is CASSGPGGVDEQFF. Result: 1 (the TCR binds to the epitope). (4) The epitope is KPLEFGATSAAL. The TCR CDR3 sequence is CASSPRGGDREQFF. Result: 1 (the TCR binds to the epitope). (5) The TCR CDR3 sequence is CASSPDRGQSNQPQHF. The epitope is TVYDPLQPELDSFK. Result: 0 (the TCR does not bind to the epitope). (6) Result: 1 (the TCR binds to the epitope). The epitope is ATVVIGTSK. The TCR CDR3 sequence is CASSLSGHLDGF. (7) The epitope is GTSGSPIINR. The TCR CDR3 sequence is CASSSGVNTGELFF. Result: 1 (the TCR binds to the epitope). (8) The epitope is EEHVQIHTI. The TCR CDR3 sequence is CASSHTDTQYF. Result: 0 (the TCR does not bind to the epitope). (9) Result: 0 (the TCR does not bind to the epitope). The epitope is QASQEVKNW. The TCR CDR3 sequence is CSVEASGSYEQYF. (10) The epitope is RQLLFVVEV. The TCR CDR3 sequence is CASSHPRGQGSEAFF. Result: 1 (the TCR binds to the epitope).